Dataset: Full USPTO retrosynthesis dataset with 1.9M reactions from patents (1976-2016). Task: Predict the reactants needed to synthesize the given product. (1) Given the product [CH3:1][O:2][C:3]([C:5]12[CH2:11][C:9]([C:12]([OH:14])=[O:13])([CH2:10]1)[CH2:8][CH2:7][CH2:6]2)=[O:4], predict the reactants needed to synthesize it. The reactants are: [CH3:1][O:2][C:3]([C:5]12[CH2:11][C:9]([C:12]([O:14]C)=[O:13])([CH2:10]1)[CH2:8][CH2:7][CH2:6]2)=[O:4]. (2) Given the product [C:26]([C:10]1[C:11]2[C:16](=[CH:15][CH:14]=[C:13]([O:19][CH:20]3[CH2:25][CH2:24][CH2:23][CH2:22][CH2:21]3)[CH:12]=2)[C:17]([OH:18])=[C:8]([C:6]([NH:28][CH2:29][C:30]2([C:34]([OH:36])=[O:35])[CH2:33][CH2:32][CH2:31]2)=[O:7])[N:9]=1)#[N:27], predict the reactants needed to synthesize it. The reactants are: C(O[C:6]([C:8]1[N:9]=[C:10]([C:26]#[N:27])[C:11]2[C:16]([C:17]=1[OH:18])=[CH:15][CH:14]=[C:13]([O:19][CH:20]1[CH2:25][CH2:24][CH2:23][CH2:22][CH2:21]1)[CH:12]=2)=[O:7])CCC.[NH2:28][CH2:29][C:30]1([C:34]([OH:36])=[O:35])[CH2:33][CH2:32][CH2:31]1.C[O-].[Na+].CO.Cl.